Dataset: Catalyst prediction with 721,799 reactions and 888 catalyst types from USPTO. Task: Predict which catalyst facilitates the given reaction. (1) Reactant: Cl[C:2]1[N:10]=[CH:9][N:8]=[C:7]2[C:3]=1[N:4]=[CH:5][N:6]2[CH:11]=[CH2:12].[CH3:13][P:14]([CH3:23])([C:16]1[CH:22]=[CH:21][C:19]([NH2:20])=[CH:18][CH:17]=1)=[O:15].Cl.N1C=CC=CC=1. Product: [CH3:23][P:14]([C:16]1[CH:22]=[CH:21][C:19]([NH:20][C:2]2[N:10]=[CH:9][N:8]=[C:7]3[C:3]=2[N:4]=[CH:5][N:6]3[CH:11]=[CH2:12])=[CH:18][CH:17]=1)([CH3:13])=[O:15]. The catalyst class is: 486. (2) Reactant: C(C(CCC)CCC(=O)C)(C)(C)C.[C:14](/[C:18](=[CH:24]/[CH:25]([CH3:28])[CH2:26][CH3:27])/[CH:19]=[CH:20]/[C:21](=[O:23])[CH3:22])([CH3:17])([CH3:16])[CH3:15]. Product: [C:14]([CH:18]([CH2:24][CH:25]([CH3:28])[CH2:26][CH3:27])[CH2:19][CH2:20][C:21](=[O:23])[CH3:22])([CH3:17])([CH3:16])[CH3:15]. The catalyst class is: 29. (3) Reactant: [OH:1][C:2]1[CH:3]=[C:4]2[C:9](=[CH:10][CH:11]=1)[C:8](=[O:12])[C:7](=[C:13]([C:15]1[CH:20]=[CH:19][CH:18]=[CH:17][CH:16]=1)[CH3:14])[CH2:6][CH2:5]2.C([O-])([O-])=O.[K+].[K+].Br.Br[CH2:29][CH2:30][C:31]1[N:32]=[CH:33][NH:34][CH:35]=1. Product: [NH:34]1[CH:35]=[C:31]([CH2:30][CH2:29][O:1][C:2]2[CH:3]=[C:4]3[C:9](=[CH:10][CH:11]=2)[C:8](=[O:12])[C:7](=[C:13]([C:15]2[CH:20]=[CH:19][CH:18]=[CH:17][CH:16]=2)[CH3:14])[CH2:6][CH2:5]3)[N:32]=[CH:33]1. The catalyst class is: 18.